Dataset: Full USPTO retrosynthesis dataset with 1.9M reactions from patents (1976-2016). Task: Predict the reactants needed to synthesize the given product. Given the product [C:13]([OH:18])(=[O:17])[C:14]([OH:16])=[O:15].[NH2:1][C:2]1[CH:6]=[CH:5][S:4][CH:3]=1, predict the reactants needed to synthesize it. The reactants are: [NH2:1][C:2]1[CH:6]=[CH:5][S:4][C:3]=1C(OC)=O.[OH-].[Na+].[C:13]([OH:18])(=[O:17])[C:14]([OH:16])=[O:15].